From a dataset of Full USPTO retrosynthesis dataset with 1.9M reactions from patents (1976-2016). Predict the reactants needed to synthesize the given product. (1) The reactants are: [Cl:1][C:2]1[CH:10]=[C:9]2[C:5]([C:6]([CH2:11][CH:12]([CH3:14])[CH3:13])=[CH:7][NH:8]2)=[CH:4][CH:3]=1.Br[C:16]1[S:17][CH:18]=[C:19]([C:21]([O:23][CH2:24][CH3:25])=[O:22])[N:20]=1.P([O-])([O-])([O-])=O.[K+].[K+].[K+].CN[C@@H]1CCCC[C@H]1NC. Given the product [Cl:1][C:2]1[CH:10]=[C:9]2[C:5]([C:6]([CH2:11][CH:12]([CH3:14])[CH3:13])=[CH:7][N:8]2[C:16]2[S:17][CH:18]=[C:19]([C:21]([O:23][CH2:24][CH3:25])=[O:22])[N:20]=2)=[CH:4][CH:3]=1, predict the reactants needed to synthesize it. (2) The reactants are: [C:1]([O:5][C:6](=[O:25])[N:7]([S:13]([C:16]1[CH:21]=[C:20]([Cl:22])[C:19](F)=[CH:18][C:17]=1[F:24])(=[O:15])=[O:14])[C:8]1[N:9]=[CH:10][S:11][CH:12]=1)([CH3:4])([CH3:3])[CH3:2].[CH2:26]([N:28]1[C:32]([C@H:33]2[CH2:38][CH2:37][CH2:36]C[C@@H:34]2[OH:39])=[CH:31][CH:30]=[N:29]1)[CH3:27].[H-].[Na+]. Given the product [C:1]([O:5][C:6](=[O:25])[N:7]([S:13]([C:16]1[CH:21]=[C:20]([Cl:22])[C:19]([O:39][C@H:34]2[CH2:36][CH2:37][CH2:38][C@@H:33]2[C:32]2[N:28]([CH2:26][CH3:27])[N:29]=[CH:30][CH:31]=2)=[CH:18][C:17]=1[F:24])(=[O:15])=[O:14])[C:8]1[N:9]=[CH:10][S:11][CH:12]=1)([CH3:4])([CH3:3])[CH3:2], predict the reactants needed to synthesize it. (3) Given the product [ClH:1].[NH2:2][CH2:3][C:4](=[O:10])[CH2:5][CH2:6][C:7]([O:9][CH2:12][CH2:13][CH3:14])=[O:8], predict the reactants needed to synthesize it. The reactants are: [ClH:1].[NH2:2][CH2:3][C:4](=[O:10])[CH2:5][CH2:6][C:7]([OH:9])=[O:8].N[CH2:12][C:13](=O)[CH2:14]CC(O)=O. (4) Given the product [O:21]=[C:20]1[CH:19]([CH2:23][C:24]([OH:26])=[O:25])[S:18][CH:1]([C:2]2[CH:7]=[CH:6][CH:5]=[CH:4][CH:3]=2)[N:28]1[CH2:15][C:12]1[CH:11]=[CH:10][N:9]=[CH:14][CH:13]=1, predict the reactants needed to synthesize it. The reactants are: [CH:1](=O)[C:2]1[CH:7]=[CH:6][CH:5]=[CH:4][CH:3]=1.[N:9]1[CH:14]=[CH:13][C:12]([CH2:15]CN)=[CH:11][CH:10]=1.[SH:18][CH:19]([CH2:23][C:24]([OH:26])=[O:25])[C:20](O)=[O:21].C[N:28](C=O)C. (5) Given the product [OH:8][CH2:9][CH2:10][CH2:11][O:12][CH2:13][CH2:14][O:15][CH2:16][CH2:17][O:18][CH2:19][CH2:20][NH:21][C:22](=[O:28])[O:23][C:24]([CH3:26])([CH3:25])[CH3:27], predict the reactants needed to synthesize it. The reactants are: C1(C[O:8][CH2:9][CH2:10][CH2:11][O:12][CH2:13][CH2:14][O:15][CH2:16][CH2:17][O:18][CH2:19][CH2:20][NH:21][C:22](=[O:28])[O:23][C:24]([CH3:27])([CH3:26])[CH3:25])C=CC=CC=1.[H][H].